From a dataset of Full USPTO retrosynthesis dataset with 1.9M reactions from patents (1976-2016). Predict the reactants needed to synthesize the given product. (1) Given the product [F:1][C:2]1[CH:10]=[CH:9][C:8]([CH2:11][C:12]2[C:21]3[C:16](=[CH:17][CH:18]=[CH:19][C:20]=3[O:22][CH3:23])[C:15](=[O:24])[NH:14][N:13]=2)=[CH:7][C:3]=1[C:4]([N:30]1[CH2:31][CH2:32][CH:27]([O:26][CH3:25])[CH2:28][CH2:29]1)=[O:5], predict the reactants needed to synthesize it. The reactants are: [F:1][C:2]1[CH:10]=[CH:9][C:8]([CH2:11][C:12]2[C:21]3[C:16](=[CH:17][CH:18]=[CH:19][C:20]=3[O:22][CH3:23])[C:15](=[O:24])[NH:14][N:13]=2)=[CH:7][C:3]=1[C:4](O)=[O:5].[CH3:25][O:26][CH:27]1[CH2:32][CH2:31][NH:30][CH2:29][CH2:28]1.C(N(C(C)C)C(C)C)C.CN(C(ON1N=NC2C=CC=CC1=2)=[N+](C)C)C.F[P-](F)(F)(F)(F)F. (2) Given the product [CH2:4]([NH:1][C:2]([NH:23][O:22][C@H:19]1[CH2:20][CH2:21][N:17]([S:14]([C:10]2[CH:11]=[CH:12][CH:13]=[C:8]([C:7]([F:25])([F:6])[F:24])[CH:9]=2)(=[O:15])=[O:16])[CH2:18]1)=[O:3])[CH3:5], predict the reactants needed to synthesize it. The reactants are: [N:1]([CH2:4][CH3:5])=[C:2]=[O:3].[F:6][C:7]([F:25])([F:24])[C:8]1[CH:9]=[C:10]([S:14]([N:17]2[CH2:21][CH2:20][C@H:19]([O:22][NH2:23])[CH2:18]2)(=[O:16])=[O:15])[CH:11]=[CH:12][CH:13]=1.N1C=CC=CC=1. (3) Given the product [Cl:1][C:2]1[N:7]=[C:6]([CH3:8])[N:5]=[C:4]([C:9]([C:12]2[C:17]([CH3:18])=[CH:16][C:15]([CH3:19])=[CH:14][C:13]=2[CH3:20])([CH3:22])[C:10]#[N:11])[C:3]=1[CH3:21], predict the reactants needed to synthesize it. The reactants are: [Cl:1][C:2]1[N:7]=[C:6]([CH3:8])[N:5]=[C:4]([CH:9]([C:12]2[C:17]([CH3:18])=[CH:16][C:15]([CH3:19])=[CH:14][C:13]=2[CH3:20])[C:10]#[N:11])[C:3]=1[CH3:21].[CH3:22][Si]([N-][Si](C)(C)C)(C)C.[Li+].CI. (4) Given the product [NH:9]1[C:8]2[CH2:10][CH2:11][CH2:12][S:13][C:7]=2[C:6](=[O:14])[NH:5][C:4]1=[O:18], predict the reactants needed to synthesize it. The reactants are: C(S[C:4]1[NH:5][C:6](=[O:14])[C:7]2[S:13][CH2:12][CH2:11][CH2:10][C:8]=2[N:9]=1)C.Cl.CC(O)=[O:18]. (5) Given the product [C:1]([O:5][C:6]([N:8]1[CH2:13][CH2:12][N:11]([CH2:14][C:15]2[CH:16]=[C:17]3[C:21](=[CH:22][CH:23]=2)[N:20]([C:29]([O:28][C:24]([CH3:27])([CH3:26])[CH3:25])=[O:30])[CH:19]=[CH:18]3)[CH2:10][CH2:9]1)=[O:7])([CH3:4])([CH3:2])[CH3:3], predict the reactants needed to synthesize it. The reactants are: [C:1]([O:5][C:6]([N:8]1[CH2:13][CH2:12][N:11]([CH2:14][C:15]2[CH:16]=[C:17]3[C:21](=[CH:22][CH:23]=2)[NH:20][CH:19]=[CH:18]3)[CH2:10][CH2:9]1)=[O:7])([CH3:4])([CH3:3])[CH3:2].[C:24]([O:28][C:29](O[C:29]([O:28][C:24]([CH3:27])([CH3:26])[CH3:25])=[O:30])=[O:30])([CH3:27])([CH3:26])[CH3:25].